Dataset: Forward reaction prediction with 1.9M reactions from USPTO patents (1976-2016). Task: Predict the product of the given reaction. (1) Given the reactants [C:1]([O:5][C:6]([N:8]([C:21]([O:23][C:24]([CH3:27])([CH3:26])[CH3:25])=[O:22])[C@H:9]([C:17]([O:19][CH3:20])=[O:18])[CH2:10][CH2:11][C:12]([F:16])([F:15])[CH2:13][OH:14])=[O:7])([CH3:4])([CH3:3])[CH3:2].[F:28][C:29]([F:42])([F:41])[S:30](O[S:30]([C:29]([F:42])([F:41])[F:28])(=[O:32])=[O:31])(=[O:32])=[O:31].O, predict the reaction product. The product is: [C:1]([O:5][C:6]([N:8]([C:21]([O:23][C:24]([CH3:27])([CH3:26])[CH3:25])=[O:22])[C@H:9]([C:17]([O:19][CH3:20])=[O:18])[CH2:10][CH2:11][C:12]([F:16])([F:15])[CH2:13][O:14][S:30]([C:29]([F:42])([F:41])[F:28])(=[O:32])=[O:31])=[O:7])([CH3:3])([CH3:4])[CH3:2]. (2) Given the reactants Cl[C:2]1[CH:7]=[CH:6][N:5]=[C:4]2[CH:8]=[C:9]([C:11]3[O:15][CH:14]=[N:13][CH:12]=3)[S:10][C:3]=12.[CH3:16][C:17]1[NH:18][C:19]2[C:24]([CH:25]=1)=[CH:23][C:22]([NH2:26])=[CH:21][CH:20]=2, predict the reaction product. The product is: [CH3:16][C:17]1[NH:18][C:19]2[C:24]([CH:25]=1)=[CH:23][C:22]([NH:26][C:2]1[CH:7]=[CH:6][N:5]=[C:4]3[CH:8]=[C:9]([C:11]4[O:15][CH:14]=[N:13][CH:12]=4)[S:10][C:3]=13)=[CH:21][CH:20]=2.